From a dataset of NCI-60 drug combinations with 297,098 pairs across 59 cell lines. Regression. Given two drug SMILES strings and cell line genomic features, predict the synergy score measuring deviation from expected non-interaction effect. (1) Drug 1: CC1C(C(CC(O1)OC2CC(CC3=C2C(=C4C(=C3O)C(=O)C5=C(C4=O)C(=CC=C5)OC)O)(C(=O)C)O)N)O.Cl. Drug 2: C1=NC2=C(N=C(N=C2N1C3C(C(C(O3)CO)O)F)Cl)N. Cell line: CCRF-CEM. Synergy scores: CSS=79.3, Synergy_ZIP=2.64, Synergy_Bliss=2.67, Synergy_Loewe=-5.40, Synergy_HSA=4.21. (2) Cell line: OVCAR-5. Drug 2: C1CNP(=O)(OC1)N(CCCl)CCCl. Drug 1: CC(CN1CC(=O)NC(=O)C1)N2CC(=O)NC(=O)C2. Synergy scores: CSS=23.1, Synergy_ZIP=-4.63, Synergy_Bliss=1.64, Synergy_Loewe=-14.6, Synergy_HSA=2.34. (3) Drug 1: CCCS(=O)(=O)NC1=C(C(=C(C=C1)F)C(=O)C2=CNC3=C2C=C(C=N3)C4=CC=C(C=C4)Cl)F. Drug 2: CC1CCCC2(C(O2)CC(NC(=O)CC(C(C(=O)C(C1O)C)(C)C)O)C(=CC3=CSC(=N3)C)C)C. Synergy scores: CSS=0.155, Synergy_ZIP=-0.858, Synergy_Bliss=-0.678, Synergy_Loewe=-3.62, Synergy_HSA=-2.63. Cell line: IGROV1. (4) Drug 1: C1=NNC2=C1C(=O)NC=N2. Drug 2: C1C(C(OC1N2C=NC(=NC2=O)N)CO)O. Cell line: MOLT-4. Synergy scores: CSS=52.8, Synergy_ZIP=-4.05, Synergy_Bliss=-2.33, Synergy_Loewe=-13.0, Synergy_HSA=5.12.